Task: Predict the reaction yield, written as a fraction of the theoretical maximum amount of product (1.0 means a 100% yield; for example, 0.34 means a 34% yield).. Dataset: Reaction yield outcomes from USPTO patents with 853,638 reactions The reactants are [O:1]1[C:5]2[CH:6]=[CH:7][C:8]([C:10]3([CH:16]=O)[CH2:15][CH2:14][CH2:13][CH2:12][CH2:11]3)=[CH:9][C:4]=2[O:3][CH2:2]1.[CH3:18][NH:19][CH3:20]. No catalyst specified. The product is [O:1]1[C:5]2[CH:6]=[CH:7][C:8]([C:10]3([CH2:16][N:19]([CH3:20])[CH3:18])[CH2:15][CH2:14][CH2:13][CH2:12][CH2:11]3)=[CH:9][C:4]=2[O:3][CH2:2]1. The yield is 0.330.